This data is from Full USPTO retrosynthesis dataset with 1.9M reactions from patents (1976-2016). The task is: Predict the reactants needed to synthesize the given product. (1) Given the product [C:29]([O:28][C:24](=[O:27])[CH2:25][CH2:26][N:19]1[C:18](=[O:21])[CH2:17][O:16][CH:15]([C:12]2[CH:13]=[CH:14][C:9]([O:8][CH2:1][C:2]3[CH:3]=[CH:4][CH:5]=[CH:6][CH:7]=3)=[CH:10][CH:11]=2)[CH2:20]1)([CH3:32])([CH3:31])[CH3:30], predict the reactants needed to synthesize it. The reactants are: [CH2:1]([O:8][C:9]1[CH:14]=[CH:13][C:12]([CH:15]2[CH2:20][NH:19][C:18](=[O:21])[CH2:17][O:16]2)=[CH:11][CH:10]=1)[C:2]1[CH:7]=[CH:6][CH:5]=[CH:4][CH:3]=1.[OH-].[Na+].[C:24]([O:28][C:29]([CH3:32])([CH3:31])[CH3:30])(=[O:27])[CH:25]=[CH2:26]. (2) Given the product [Cl:52][C:40]1[CH:39]=[CH:38][C:37]([C:5]2[CH:4]=[CH:3][C:2]([C:54]#[C:53][CH:55]3[CH2:59][CH2:58][CH2:57][N:56]3[C:60]([O:62][C:63]([CH3:66])([CH3:65])[CH3:64])=[O:61])=[N:7][C:6]=2[C@@H:8]([NH:18][C:19](=[O:36])[CH2:20][N:21]2[C:25]3[C:26]([F:31])([F:30])[C@@H:27]4[CH2:29][C@@H:28]4[C:24]=3[C:23]([C:32]([F:35])([F:33])[F:34])=[N:22]2)[CH2:9][C:10]2[CH:11]=[C:12]([F:17])[CH:13]=[C:14]([F:16])[CH:15]=2)=[C:45]2[C:41]=1[C:42]([NH:47][S:48]([CH3:51])(=[O:50])=[O:49])=[N:43][N:44]2[CH3:46], predict the reactants needed to synthesize it. The reactants are: Cl[C:2]1[N:7]=[C:6]([C@@H:8]([NH:18][C:19](=[O:36])[CH2:20][N:21]2[C:25]3[C:26]([F:31])([F:30])[C@@H:27]4[CH2:29][C@@H:28]4[C:24]=3[C:23]([C:32]([F:35])([F:34])[F:33])=[N:22]2)[CH2:9][C:10]2[CH:15]=[C:14]([F:16])[CH:13]=[C:12]([F:17])[CH:11]=2)[C:5]([C:37]2[CH:38]=[CH:39][C:40]([Cl:52])=[C:41]3[C:45]=2[N:44]([CH3:46])[N:43]=[C:42]3[NH:47][S:48]([CH3:51])(=[O:50])=[O:49])=[CH:4][CH:3]=1.[C:53]([CH:55]1[CH2:59][CH2:58][CH2:57][N:56]1[C:60]([O:62][C:63]([CH3:66])([CH3:65])[CH3:64])=[O:61])#[CH:54].C(NCC)C. (3) Given the product [CH3:29][C:24]1([CH3:30])[C:25]([CH3:28])([CH3:27])[O:26][B:22]([C:7]2[CH2:8][CH2:9][N:10]([C:13]([O:15][C:16]([CH3:19])([CH3:18])[CH3:17])=[O:14])[CH2:11][CH:12]=2)[O:23]1, predict the reactants needed to synthesize it. The reactants are: FC(F)(F)S(O[C:7]1[CH2:8][CH2:9][N:10]([C:13]([O:15][C:16]([CH3:19])([CH3:18])[CH3:17])=[O:14])[CH2:11][CH:12]=1)(=O)=O.[B:22]1([B:22]2[O:26][C:25]([CH3:28])([CH3:27])[C:24]([CH3:30])([CH3:29])[O:23]2)[O:26][C:25]([CH3:28])([CH3:27])[C:24]([CH3:30])([CH3:29])[O:23]1.C([O-])(=O)C.[K+]. (4) Given the product [OH:36][CH:33]([CH2:34][CH3:35])[CH2:32][NH:31][C:17]([C@@H:15]1[C@H:13]2[C@@H:11]([O:12][C:4]([CH3:5])([CH3:8])[O:14]2)[C@H:10]([O:9][CH3:19])[O:16]1)=[O:18], predict the reactants needed to synthesize it. The reactants are: O1[C:5]2=CO[CH:8]=[C:4]2OC1.[OH:9][C@@H:10]1[O:16][C@H:15]([CH2:17][OH:18])[C@@H:13]([OH:14])[C@H:11]1[OH:12].[C:19](C1NC=CN=1)(C1NC=CN=1)=O.[NH2:31][CH2:32][CH:33]([OH:36])[CH2:34][CH3:35]. (5) Given the product [CH3:1][O:2][C:3]([C@H:5]1[N:9]2[C:10](=[O:29])[C:11]([NH:28][S:31]([CH3:30])(=[O:33])=[O:32])=[C:12]([CH2:17][C:18]3[C:27]4[C:22](=[CH:23][CH:24]=[CH:25][CH:26]=4)[CH:21]=[CH:20][CH:19]=3)[C:13]([CH:14]3[CH2:16][CH2:15]3)=[C:8]2[S:7][CH2:6]1)=[O:4], predict the reactants needed to synthesize it. The reactants are: [CH3:1][O:2][C:3]([C@H:5]1[N:9]2[C:10](=[O:29])[C:11]([NH2:28])=[C:12]([CH2:17][C:18]3[C:27]4[C:22](=[CH:23][CH:24]=[CH:25][CH:26]=4)[CH:21]=[CH:20][CH:19]=3)[C:13]([CH:14]3[CH2:16][CH2:15]3)=[C:8]2[S:7][CH2:6]1)=[O:4].[CH3:30][S:31](Cl)(=[O:33])=[O:32].C(Cl)Cl. (6) Given the product [CH3:24][Si:23]([N:1]([Si:23]([CH3:26])([CH3:25])[CH3:24])[C:2]1[CH:3]=[C:4]([CH:7]=[CH:8][CH:9]=1)[C:5]#[N:6])([CH3:26])[CH3:25], predict the reactants needed to synthesize it. The reactants are: [NH2:1][C:2]1[CH:3]=[C:4]([CH:7]=[CH:8][CH:9]=1)[C:5]#[N:6].C(N(CC)CC)C.FC(F)(F)S(O[Si:23]([CH3:26])([CH3:25])[CH3:24])(=O)=O.